Dataset: Peptide-MHC class I binding affinity with 185,985 pairs from IEDB/IMGT. Task: Regression. Given a peptide amino acid sequence and an MHC pseudo amino acid sequence, predict their binding affinity value. This is MHC class I binding data. The peptide sequence is SHGIDVTDL. The MHC is HLA-B40:01 with pseudo-sequence HLA-B40:01. The binding affinity (normalized) is 0.0847.